This data is from Peptide-MHC class I binding affinity with 185,985 pairs from IEDB/IMGT. The task is: Regression. Given a peptide amino acid sequence and an MHC pseudo amino acid sequence, predict their binding affinity value. This is MHC class I binding data. (1) The peptide sequence is ISDYDYYRY. The binding affinity (normalized) is 0. The MHC is HLA-A23:01 with pseudo-sequence HLA-A23:01. (2) The peptide sequence is RESIVCYFM. The MHC is HLA-B14:02 with pseudo-sequence HLA-B14:02. The binding affinity (normalized) is 0.213. (3) The MHC is HLA-B07:02 with pseudo-sequence HLA-B07:02. The peptide sequence is IPQCRLTPL. The binding affinity (normalized) is 1.00. (4) The peptide sequence is WLKEKHEEL. The MHC is HLA-B58:01 with pseudo-sequence HLA-B58:01. The binding affinity (normalized) is 0.0847. (5) The peptide sequence is GIADFIIFK. The MHC is HLA-A02:03 with pseudo-sequence HLA-A02:03. The binding affinity (normalized) is 0.0847. (6) The peptide sequence is RRTRREAIV. The MHC is HLA-B07:02 with pseudo-sequence HLA-B07:02. The binding affinity (normalized) is 0.0260.